Dataset: Forward reaction prediction with 1.9M reactions from USPTO patents (1976-2016). Task: Predict the product of the given reaction. (1) Given the reactants Cl[C:2]1[CH:14]=[CH:13][C:5]([C:6]([NH:8][CH2:9][CH:10]2[CH2:12][CH2:11]2)=[O:7])=[CH:4][N:3]=1.[CH3:15][C:16]1[CH:21]=[CH:20][C:19]([NH:22][C:23]([C:25]2[CH:29]=[CH:28][S:27][CH:26]=2)=[O:24])=[CH:18][C:17]=1B1OC(C)(C)C(C)(C)O1, predict the reaction product. The product is: [CH:10]1([CH2:9][NH:8][C:6](=[O:7])[C:5]2[CH:13]=[CH:14][C:2]([C:17]3[CH:18]=[C:19]([NH:22][C:23]([C:25]4[CH:29]=[CH:28][S:27][CH:26]=4)=[O:24])[CH:20]=[CH:21][C:16]=3[CH3:15])=[N:3][CH:4]=2)[CH2:12][CH2:11]1. (2) Given the reactants Br[C:2]1[CH:7]=[C:6]([C:8]([F:11])([F:10])[F:9])[CH:5]=[CH:4][C:3]=1[N:12]1[CH2:17][CH2:16][O:15][C:14]2[CH:18]=[C:19]([S:22]([NH:25][C:26]3[S:30][N:29]=[CH:28][N:27]=3)(=[O:24])=[O:23])[CH:20]=[CH:21][C:13]1=2.B1([C:40]2[CH2:45][CH2:44][N:43]([C:46]([O:48][C:49]([CH3:52])([CH3:51])[CH3:50])=[O:47])[CH2:42][CH:41]=2)OC(C)(C)C(C)(C)O1.C([O-])([O-])=O.[K+].[K+], predict the reaction product. The product is: [S:30]1[C:26]([NH:25][S:22]([C:19]2[CH:20]=[CH:21][C:13]3[N:12]([C:3]4[CH:4]=[CH:5][C:6]([C:8]([F:11])([F:10])[F:9])=[CH:7][C:2]=4[C:40]4[CH2:45][CH2:44][N:43]([C:46]([O:48][C:49]([CH3:52])([CH3:51])[CH3:50])=[O:47])[CH2:42][CH:41]=4)[CH2:17][CH2:16][O:15][C:14]=3[CH:18]=2)(=[O:24])=[O:23])=[N:27][CH:28]=[N:29]1. (3) Given the reactants [CH:1]1([N:6]2[C:15]3[N:14]=[C:13]([NH:16][C:17]4[CH:22]=[CH:21][C:20]([C:23](=[O:26])[NH:24][CH3:25])=[CH:19][C:18]=4[O:27][CH3:28])[N:12]=[CH:11][C:10]=3[N:9]3[CH:29]=[N:30][C:31](C(OCC=C)=O)=[C:8]3[C@H:7]2[CH2:38][CH3:39])[CH2:5][CH2:4][CH2:3][CH2:2]1.O, predict the reaction product. The product is: [CH:1]1([N:6]2[C:15]3[N:14]=[C:13]([NH:16][C:17]4[CH:22]=[CH:21][C:20]([C:23]([NH:24][CH3:25])=[O:26])=[CH:19][C:18]=4[O:27][CH3:28])[N:12]=[CH:11][C:10]=3[N:9]3[CH:29]=[N:30][CH:31]=[C:8]3[C@H:7]2[CH2:38][CH3:39])[CH2:5][CH2:4][CH2:3][CH2:2]1. (4) Given the reactants [CH3:1][O:2][C:3](=[O:22])[C:4]1[CH:9]=[CH:8][C:7]([N:10]2C(=O)C3C(=CC=CC=3)C2=O)=[N:6][C:5]=1[Cl:21], predict the reaction product. The product is: [CH3:1][O:2][C:3](=[O:22])[C:4]1[CH:9]=[CH:8][C:7]([NH2:10])=[N:6][C:5]=1[Cl:21]. (5) Given the reactants [Br:1][C:2]1[C:3](=[O:28])[N:4]([CH2:18][C:19]2[CH:20]=[C:21]([CH2:25][C:26]#[N:27])[CH:22]=[CH:23][CH:24]=2)[CH:5]=[CH:6][C:7]=1[O:8][CH2:9][C:10]1[CH:15]=[CH:14][C:13]([F:16])=[CH:12][C:11]=1[F:17].C(O)(C(F)(F)F)=O, predict the reaction product. The product is: [NH2:27][CH2:26][CH2:25][C:21]1[CH:20]=[C:19]([CH:24]=[CH:23][CH:22]=1)[CH2:18][N:4]1[CH:5]=[CH:6][C:7]([O:8][CH2:9][C:10]2[CH:15]=[CH:14][C:13]([F:16])=[CH:12][C:11]=2[F:17])=[C:2]([Br:1])[C:3]1=[O:28]. (6) Given the reactants Br[C:2]1[CH:6]=[CH:5][S:4][CH:3]=1.[S:7]1[CH:11]=[CH:10][C:9](B(O)O)=[CH:8]1.C(=O)([O-])[O-].[Na+].[Na+], predict the reaction product. The product is: [S:4]1[CH:5]=[CH:6][C:2]([C:9]2[CH:10]=[CH:11][S:7][CH:8]=2)=[CH:3]1.